From a dataset of Peptide-MHC class II binding affinity with 134,281 pairs from IEDB. Regression. Given a peptide amino acid sequence and an MHC pseudo amino acid sequence, predict their binding affinity value. This is MHC class II binding data. (1) The peptide sequence is TATSASAGWDTVLQS. The MHC is DRB1_1501 with pseudo-sequence DRB1_1501. The binding affinity (normalized) is 0.138. (2) The peptide sequence is YDCFLANVSTVLTGK. The MHC is DRB1_0404 with pseudo-sequence DRB1_0404. The binding affinity (normalized) is 0.654. (3) The peptide sequence is DRTELLEMVCFHEFL. The MHC is DRB4_0101 with pseudo-sequence DRB4_0103. The binding affinity (normalized) is 0.436. (4) The peptide sequence is QWHKEGSSIGKLFTQ. The MHC is DRB3_0101 with pseudo-sequence DRB3_0101. The binding affinity (normalized) is 0.272. (5) The peptide sequence is AGYTPAAPAGAEPAGKATTE. The MHC is DRB1_1501 with pseudo-sequence DRB1_1501. The binding affinity (normalized) is 0.232.